From a dataset of Reaction yield outcomes from USPTO patents with 853,638 reactions. Predict the reaction yield, written as a fraction of the theoretical maximum amount of product (1.0 means a 100% yield; for example, 0.34 means a 34% yield). (1) The reactants are Cl[C:2]1[N:3]=[C:4]([NH:11][C:12]2[CH:17]=[CH:16][C:15]([O:18][CH3:19])=[C:14]([O:20][CH3:21])[CH:13]=2)[C:5]2[N:10]=[CH:9][S:8][C:6]=2[N:7]=1.[CH3:22][O:23][C:24](=[O:40])[C:25]1[CH:30]=[CH:29][CH:28]=[C:27](B2OC(C)(C)C(C)(C)O2)[CH:26]=1.C([O-])([O-])=O.[Na+].[Na+].O. The catalyst is O1CCOCC1.C1C=CC([P]([Pd]([P](C2C=CC=CC=2)(C2C=CC=CC=2)C2C=CC=CC=2)([P](C2C=CC=CC=2)(C2C=CC=CC=2)C2C=CC=CC=2)[P](C2C=CC=CC=2)(C2C=CC=CC=2)C2C=CC=CC=2)(C2C=CC=CC=2)C2C=CC=CC=2)=CC=1. The product is [CH3:22][O:23][C:24](=[O:40])[C:25]1[CH:30]=[CH:29][CH:28]=[C:27]([C:2]2[N:3]=[C:4]([NH:11][C:12]3[CH:17]=[CH:16][C:15]([O:18][CH3:19])=[C:14]([O:20][CH3:21])[CH:13]=3)[C:5]3[N:10]=[CH:9][S:8][C:6]=3[N:7]=2)[CH:26]=1. The yield is 0.810. (2) The reactants are [O:1]=[C:2]1[CH:7]([N:8]2[C:16](=[O:17])[C:15]3[C:10](=[CH:11][CH:12]=[CH:13][C:14]=3[O:18][CH2:19][C:20](=[O:43])[NH:21][CH2:22][CH2:23][CH2:24][O:25][CH2:26][CH2:27][O:28][CH2:29][CH2:30][O:31][CH2:32][CH2:33][CH2:34][NH:35]C(=O)OC(C)(C)C)[C:9]2=[O:44])[CH2:6][CH2:5][C:4](=[O:45])[NH:3]1.[C:46]([OH:52])([C:48]([F:51])([F:50])[F:49])=[O:47]. The catalyst is CO. The product is [F:49][C:48]([F:51])([F:50])[C:46]([OH:52])=[O:47].[NH2:35][CH2:34][CH2:33][CH2:32][O:31][CH2:30][CH2:29][O:28][CH2:27][CH2:26][O:25][CH2:24][CH2:23][CH2:22][NH:21][C:20](=[O:43])[CH2:19][O:18][C:14]1[CH:13]=[CH:12][CH:11]=[C:10]2[C:15]=1[C:16](=[O:17])[N:8]([CH:7]1[CH2:6][CH2:5][C:4](=[O:45])[NH:3][C:2]1=[O:1])[C:9]2=[O:44]. The yield is 0.710. (3) The reactants are [NH2:1][CH:2]1[CH2:7][N:6]([C:8](=[O:20])[C:9]2[CH:14]=[CH:13][CH:12]=[C:11]([C:15]3[O:16][CH:17]=[CH:18][CH:19]=3)[CH:10]=2)[CH2:5][CH:4]([C:21]([NH:23][C:24]2[CH:29]=[CH:28][C:27]([Cl:30])=[CH:26][CH:25]=2)=[O:22])[CH2:3]1.C(N(CC)CC)C.Cl[C:39]([O:41][C:42]1[CH:47]=[CH:46][CH:45]=[CH:44][CH:43]=1)=[O:40]. The catalyst is ClCCl. The product is [Cl:30][C:27]1[CH:26]=[CH:25][C:24]([NH:23][C:21]([CH:4]2[CH2:5][N:6]([C:8](=[O:20])[C:9]3[CH:14]=[CH:13][CH:12]=[C:11]([C:15]4[O:16][CH:17]=[CH:18][CH:19]=4)[CH:10]=3)[CH2:7][CH:2]([NH:1][C:39](=[O:40])[O:41][C:42]3[CH:47]=[CH:46][CH:45]=[CH:44][CH:43]=3)[CH2:3]2)=[O:22])=[CH:29][CH:28]=1. The yield is 0.370. (4) The reactants are [C:1]([O:5][C:6]([NH:8][CH2:9][C:10]([O:12][CH:13]([CH:15]=[CH2:16])[CH3:14])=[O:11])=[O:7])([CH3:4])([CH3:3])[CH3:2].[F:17][C:18]([F:31])([F:30])[C:19]1[CH:24]=[CH:23][C:22](/C=C/[C@@H](O)C)=[CH:21][CH:20]=1.C(NCC(O)=O)(OC(C)(C)C)=O.Cl.C(N=C=NCCCN(C)C)C.N1(O)C2C=CC=CC=2N=N1.CCN(C(C)C)C(C)C. The catalyst is CN(C=O)C. The product is [C:1]([O:5][C:6]([NH:8][CH2:9][C:10]([O:12][C@H:13](/[CH:15]=[CH:16]/[C:22]1[CH:23]=[CH:24][C:19]([C:18]([F:31])([F:30])[F:17])=[CH:20][CH:21]=1)[CH3:14])=[O:11])=[O:7])([CH3:4])([CH3:3])[CH3:2]. The yield is 0.853. (5) The product is [Cl:23][C:24]1[N:32]=[CH:31][CH:30]=[CH:29][C:25]=1[C:26]([NH:22][C:13]1[C:14]([N:15]2[CH2:20][CH2:19][N:18]([CH3:21])[CH2:17][CH2:16]2)=[C:2]([Cl:1])[CH:3]=[C:4]2[C:12]=1[NH:11][C:10]1[CH:9]=[N:8][CH:7]=[CH:6][C:5]2=1)=[O:27]. The reactants are [Cl:1][C:2]1[CH:3]=[C:4]2[C:12](=[C:13]([NH2:22])[C:14]=1[N:15]1[CH2:20][CH2:19][N:18]([CH3:21])[CH2:17][CH2:16]1)[NH:11][C:10]1[CH:9]=[N:8][CH:7]=[CH:6][C:5]2=1.[Cl:23][C:24]1[N:32]=[CH:31][CH:30]=[CH:29][C:25]=1[C:26](O)=[O:27].C([O-])(=O)C.[NH4+]. The yield is 0.250. No catalyst specified.